Dataset: hERG Central: cardiac toxicity at 1µM, 10µM, and general inhibition. Task: Predict hERG channel inhibition at various concentrations. The drug is Cc1ccc(NCc2nnc(SCc3ccc(C#N)cc3)n2Cc2ccco2)c(C)c1. Results: hERG_inhib (hERG inhibition (general)): blocker.